Dataset: Forward reaction prediction with 1.9M reactions from USPTO patents (1976-2016). Task: Predict the product of the given reaction. (1) Given the reactants Br.[Br:2][CH:3]([CH3:7])[CH2:4][CH2:5][NH2:6].[F:8][C:9]1[CH:14]=[CH:13][C:12]([N:15]=[C:16]=[O:17])=[CH:11][CH:10]=1, predict the reaction product. The product is: [Br:2][CH:3]([CH3:7])[CH2:4][CH2:5][NH:6][C:16]([NH:15][C:12]1[CH:13]=[CH:14][C:9]([F:8])=[CH:10][CH:11]=1)=[O:17]. (2) Given the reactants [C:1]([C:4]1[C:5](F)=[C:6]2[O:10][C:9]([CH:11]3[CH2:13][CH2:12]3)=[N:8][C:7]2=[C:14]([C:17]#[N:18])[C:15]=1[CH3:16])(=[O:3])[CH3:2].C(N(CC)CC)C.[CH3:27][N:28]([CH3:34])[C@H:29]1[CH2:33][CH2:32][NH:31][CH2:30]1.C(OCC)(=O)C, predict the reaction product. The product is: [C:1]([C:4]1[C:5]([N:31]2[CH2:32][CH2:33][C@H:29]([N:28]([CH3:34])[CH3:27])[CH2:30]2)=[C:6]2[O:10][C:9]([CH:11]3[CH2:13][CH2:12]3)=[N:8][C:7]2=[C:14]([C:17]#[N:18])[C:15]=1[CH3:16])(=[O:3])[CH3:2].